From a dataset of Reaction yield outcomes from USPTO patents with 853,638 reactions. Predict the reaction yield, written as a fraction of the theoretical maximum amount of product (1.0 means a 100% yield; for example, 0.34 means a 34% yield). (1) The reactants are [C:1]([NH:4][C:5](=[CH2:10])[C:6]([O:8][CH3:9])=[O:7])(=[O:3])[CH3:2].C(O[K])(C)(C)C.C1(C)C=CC=CC=1. The catalyst is CC(O)(C)C. The product is [C:1]([NH:4][CH:5]([CH3:10])[C:6]([O:8][CH3:9])=[O:7])(=[O:3])[CH3:2]. The yield is 0.525. (2) The reactants are B1C2CCCC1CCC2.C1COCC1.[CH3:15][N:16]1[CH2:21][CH2:20][C:19](=[CH2:22])[CH2:18][CH2:17]1.C[C:24]1[CH:29]=[CH:28][C:27]([N+:30]([O-:32])=[O:31])=[C:26]([CH3:33])[N:25]=1.C(=O)([O-])[O-].[K+].[K+]. The catalyst is CN(C=O)C.Cl[Pd]Cl.C1(P(C2C=CC=CC=2)[C-]2C=CC=C2)C=CC=CC=1.[C-]1(P(C2C=CC=CC=2)C2C=CC=CC=2)C=CC=C1.[Fe+2]. The product is [CH3:33][C:26]1[C:27]([N+:30]([O-:32])=[O:31])=[CH:28][CH:29]=[C:24]([CH2:22][CH:19]2[CH2:20][CH2:21][N:16]([CH3:15])[CH2:17][CH2:18]2)[N:25]=1. The yield is 0.100. (3) The reactants are [CH:1]1([N:8]2[C:12]3[N:13]=[C:14]([NH:17][C:18]4[CH:26]=[CH:25][C:21]([C:22]([OH:24])=O)=[CH:20][N:19]=4)[N:15]=[CH:16][C:11]=3[CH:10]=[C:9]2[C:27](=[O:31])[N:28]([CH3:30])[CH3:29])[CH2:7][CH2:6][CH2:5][CH2:4][CH2:3][CH2:2]1.[C:32]([O:36][C:37]([N:39]1[CH2:44][CH:43]2[CH2:45][CH:40]1[CH2:41][NH:42]2)=[O:38])([CH3:35])([CH3:34])[CH3:33]. No catalyst specified. The product is [C:32]([O:36][C:37]([N:39]1[CH2:44][CH:43]2[CH2:45][CH:40]1[CH2:41][N:42]2[C:22]([C:21]1[CH:20]=[N:19][C:18]([NH:17][C:14]2[N:15]=[CH:16][C:11]3[CH:10]=[C:9]([C:27](=[O:31])[N:28]([CH3:29])[CH3:30])[N:8]([CH:1]4[CH2:7][CH2:6][CH2:5][CH2:4][CH2:3][CH2:2]4)[C:12]=3[N:13]=2)=[CH:26][CH:25]=1)=[O:24])=[O:38])([CH3:35])([CH3:33])[CH3:34]. The yield is 0.760.